This data is from Full USPTO retrosynthesis dataset with 1.9M reactions from patents (1976-2016). The task is: Predict the reactants needed to synthesize the given product. Given the product [Cl:1][C:2]1[N:7]=[C:6]([CH3:11])[C:5]([CH3:8])=[CH:4][N:3]=1, predict the reactants needed to synthesize it. The reactants are: [Cl:1][C:2]1[N:7]=[CH:6][C:5]([CH3:8])=[CH:4][N:3]=1.C[Li].[C:11](C1C(=O)C(Cl)=C(Cl)C(=O)C=1C#N)#N.[OH-].[Na+].